This data is from Catalyst prediction with 721,799 reactions and 888 catalyst types from USPTO. The task is: Predict which catalyst facilitates the given reaction. (1) Reactant: [C:1]([C:3]1([C:7]2[CH:8]=[C:9]([CH:13]=[CH:14][CH:15]=2)[C:10]([OH:12])=O)[CH2:6][CH2:5][CH2:4]1)#[N:2].C(Cl)(=O)C(Cl)=O.O1CCCC1.[NH2:27][C:28]1[CH:29]=[CH:30][C:31]([CH3:50])=[C:32]([CH:49]=1)[O:33][C:34]1[CH:35]=[CH:36][C:37]2[N:38]([CH:40]=[C:41]([NH:43][C:44]([CH:46]3[CH2:48][CH2:47]3)=[O:45])[N:42]=2)[N:39]=1. Product: [C:1]([C:3]1([C:7]2[CH:8]=[C:9]([CH:13]=[CH:14][CH:15]=2)[C:10]([NH:27][C:28]2[CH:29]=[CH:30][C:31]([CH3:50])=[C:32]([O:33][C:34]3[CH:35]=[CH:36][C:37]4[N:38]([CH:40]=[C:41]([NH:43][C:44]([CH:46]5[CH2:48][CH2:47]5)=[O:45])[N:42]=4)[N:39]=3)[CH:49]=2)=[O:12])[CH2:4][CH2:5][CH2:6]1)#[N:2]. The catalyst class is: 637. (2) Reactant: [H-].[Na+].[CH3:3][C:4]1[N:8]2[C:9]3[CH:15]=[C:14]([CH3:16])[NH:13][C:10]=3[CH:11]=[CH:12][C:7]2=[N:6][N:5]=1.Br[CH2:18][C:19]1[CH:20]=[C:21]([CH:26]=[CH:27][CH:28]=1)[C:22]([O:24][CH3:25])=[O:23]. The catalyst class is: 3. Product: [CH3:3][C:4]1[N:8]2[C:9]3[CH:15]=[C:14]([CH3:16])[N:13]([CH2:18][C:19]4[CH:20]=[C:21]([CH:26]=[CH:27][CH:28]=4)[C:22]([O:24][CH3:25])=[O:23])[C:10]=3[CH:11]=[CH:12][C:7]2=[N:6][N:5]=1.